From a dataset of Catalyst prediction with 721,799 reactions and 888 catalyst types from USPTO. Predict which catalyst facilitates the given reaction. The catalyst class is: 1. Product: [CH3:7][CH:8]([C:10]1[N:11]=[CH:12][S:13][C:14]=1[CH2:15][OH:16])[CH3:9]. Reactant: [H-].[Al+3].[Li+].[H-].[H-].[H-].[CH3:7][CH:8]([C:10]1[N:11]=[CH:12][S:13][C:14]=1[C:15](OCC)=[O:16])[CH3:9].O.CCOC(C)=O.